Predict the product of the given reaction. From a dataset of Forward reaction prediction with 1.9M reactions from USPTO patents (1976-2016). (1) Given the reactants [CH3:1][O:2][C:3](=[O:30])/[CH:4]=[CH:5]/[C:6]1[CH:7]=[C:8]2[C:26](=[CH:27][CH:28]=1)[O:25][C:11]1([CH2:17][CH2:16][CH2:15][N:14]([C:18](OC(C)(C)C)=O)[CH2:13][CH2:12]1)[CH2:10][C:9]2=[O:29].C=O.[BH-](OC(C)=O)(OC(C)=O)OC(C)=O.[Na+], predict the reaction product. The product is: [CH3:1][O:2][C:3](=[O:30])/[CH:4]=[CH:5]/[C:6]1[CH:7]=[C:8]2[C:26](=[CH:27][CH:28]=1)[O:25][C:11]1([CH2:17][CH2:16][CH2:15][N:14]([CH3:18])[CH2:13][CH2:12]1)[CH2:10][C:9]2=[O:29]. (2) Given the reactants [C:1]1([N:7]([C:9]([O:11][C:12]([CH3:15])([CH3:14])[CH3:13])=[O:10])[NH2:8])[CH:6]=[CH:5][CH:4]=[CH:3][CH:2]=1.[C:16]1(=[O:23])[O:22][C:20](=[O:21])[CH2:19][O:18][CH2:17]1.C(=O)([O-])[O-].[Na+].[Na+], predict the reaction product. The product is: [C:12]([O:11][C:9]([N:7]([C:1]1[CH:2]=[CH:3][CH:4]=[CH:5][CH:6]=1)[NH:8][C:20](=[O:21])[CH2:19][O:18][CH2:17][C:16]([OH:23])=[O:22])=[O:10])([CH3:15])([CH3:14])[CH3:13]. (3) The product is: [NH:1]1[C:9]2[C:4](=[CH:5][CH:6]=[CH:7][CH:8]=2)[C:3](/[CH:10]=[C:11]2\[O:12][C:13]3[C:20]([CH2:29][N:26]4[CH2:27][CH2:28][CH:23]([OH:22])[CH2:24][CH2:25]4)=[C:19]([OH:21])[CH:18]=[CH:17][C:14]=3[C:15]\2=[O:16])=[CH:2]1. Given the reactants [NH:1]1[C:9]2[C:4](=[CH:5][CH:6]=[CH:7][CH:8]=2)[C:3](/[CH:10]=[C:11]2\[O:12][C:13]3[CH:20]=[C:19]([OH:21])[CH:18]=[CH:17][C:14]=3[C:15]\2=[O:16])=[CH:2]1.[OH:22][CH:23]1[CH2:28][CH2:27][NH:26][CH2:25][CH2:24]1.[CH2:29]=O, predict the reaction product. (4) Given the reactants [Cl:1][C:2]1[CH:13]=[CH:12][C:5]([CH2:6][CH:7]([C:10]#[N:11])[C:8]#[N:9])=[CH:4][CH:3]=1.[H-].[Na+].[H][H].Br[CH2:19][CH:20]1[CH2:22][CH2:21]1.Cl, predict the reaction product. The product is: [Cl:1][C:2]1[CH:3]=[CH:4][C:5]([CH2:6][C:7]([CH2:19][CH:20]2[CH2:22][CH2:21]2)([C:8]#[N:9])[C:10]#[N:11])=[CH:12][CH:13]=1. (5) The product is: [C:42]([C:2]1[CH:3]=[C:4]([O:10][C:11]2[C:12]([F:36])=[C:13]([CH2:18][NH:19][C:20]([C:22]3[N:26]([CH2:27][O:28][CH2:29][CH2:30][Si:31]([CH3:32])([CH3:33])[CH3:34])[CH:25]=[N:24][C:23]=3[Cl:35])=[O:21])[CH:14]=[CH:15][C:16]=2[Cl:17])[CH:5]=[C:6]([C:8]#[N:9])[CH:7]=1)(=[O:44])[CH3:43]. Given the reactants Br[C:2]1[CH:3]=[C:4]([O:10][C:11]2[C:12]([F:36])=[C:13]([CH2:18][NH:19][C:20]([C:22]3[N:26]([CH2:27][O:28][CH2:29][CH2:30][Si:31]([CH3:34])([CH3:33])[CH3:32])[CH:25]=[N:24][C:23]=3[Cl:35])=[O:21])[CH:14]=[CH:15][C:16]=2[Cl:17])[CH:5]=[C:6]([C:8]#[N:9])[CH:7]=1.C([Sn](CCCC)(CCCC)[C:42]([O:44]CC)=[CH2:43])CCC.Cl, predict the reaction product. (6) Given the reactants [Cl:1][C:2]1[C:3]([C:12]([OH:14])=O)=[N:4][CH:5]=[C:6]([C:8]([F:11])([F:10])[F:9])[CH:7]=1.C([O:17][C:18](=[O:40])[C:19]([O:22][C:23]1[CH:28]=[CH:27][C:26]([O:29][C:30]2[CH:35]=[CH:34][CH:33]=[C:32]([CH2:36][NH2:37])[CH:31]=2)=[CH:25][C:24]=1[CH2:38]C)([CH3:21])[CH3:20])C, predict the reaction product. The product is: [Cl:1][C:2]1[C:3]([C:12]([NH:37][CH2:36][C:32]2[CH:31]=[C:30]([CH:35]=[CH:34][CH:33]=2)[O:29][C:26]2[CH:27]=[CH:28][C:23]([O:22][C:19]([CH3:21])([CH3:20])[C:18]([OH:40])=[O:17])=[C:24]([CH3:38])[CH:25]=2)=[O:14])=[N:4][CH:5]=[C:6]([C:8]([F:9])([F:10])[F:11])[CH:7]=1. (7) Given the reactants [C:1](=[N:9][OH:10])([C:3]1[CH:8]=[CH:7][CH:6]=[CH:5][CH:4]=1)[CH3:2].C([Li])CCC.CON(C)[C:19]([CH:21]1[CH2:26][CH2:25][N:24]([C:27]([O:29][C:30]([CH3:33])([CH3:32])[CH3:31])=[O:28])[CH2:23][CH2:22]1)=[O:20], predict the reaction product. The product is: [OH:20][C:19]1([CH:21]2[CH2:26][CH2:25][N:24]([C:27]([O:29][C:30]([CH3:33])([CH3:32])[CH3:31])=[O:28])[CH2:23][CH2:22]2)[O:10][N:9]=[C:1]([C:3]2[CH:8]=[CH:7][CH:6]=[CH:5][CH:4]=2)[CH2:2]1. (8) Given the reactants [CH:1]([C:4]1[CH:9]=[CH:8][C:7]([NH:10][C:11]([C:13]2[C:14]([NH:21][CH2:22][C:23]3[CH:28]=[CH:27][N:26]=[CH:25][CH:24]=3)=[N:15][C:16](SC)=[N:17][CH:18]=2)=[O:12])=[CH:6][CH:5]=1)([CH3:3])[CH3:2], predict the reaction product. The product is: [CH:1]([C:4]1[CH:5]=[CH:6][C:7]([NH:10][C:11]([C:13]2[C:14]([NH:21][CH2:22][C:23]3[CH:24]=[CH:25][N:26]=[CH:27][CH:28]=3)=[N:15][CH:16]=[N:17][CH:18]=2)=[O:12])=[CH:8][CH:9]=1)([CH3:3])[CH3:2]. (9) Given the reactants Br[C:2]1[CH:11]=[C:10]2[C:5]([CH2:6][CH2:7][N:8]([C:12]3[CH:17]=[C:16]([N:18]4[CH2:23][CH2:22][N:21]([CH3:24])[CH2:20][CH2:19]4)[N:15]=[C:14]([NH2:25])[N:13]=3)[CH2:9]2)=[CH:4][CH:3]=1.[O:26]=[C:27]1[NH:32][CH2:31][CH2:30][N:29]([C:33]([O:35][C:36]([CH3:39])([CH3:38])[CH3:37])=[O:34])[CH2:28]1, predict the reaction product. The product is: [NH2:25][C:14]1[N:13]=[C:12]([N:8]2[CH2:7][CH2:6][C:5]3[C:10](=[CH:11][C:2]([N:32]4[CH2:31][CH2:30][N:29]([C:33]([O:35][C:36]([CH3:38])([CH3:37])[CH3:39])=[O:34])[CH2:28][C:27]4=[O:26])=[CH:3][CH:4]=3)[CH2:9]2)[CH:17]=[C:16]([N:18]2[CH2:23][CH2:22][N:21]([CH3:24])[CH2:20][CH2:19]2)[N:15]=1. (10) Given the reactants [NH2:1][C:2](=[O:22])[CH:3]([C:15]1[CH:20]=[CH:19][C:18]([Br:21])=[CH:17][CH:16]=1)[CH2:4][C:5]([O:7]CC1C=CC=CC=1)=[O:6], predict the reaction product. The product is: [NH2:1][C:2](=[O:22])[CH:3]([C:15]1[CH:20]=[CH:19][C:18]([Br:21])=[CH:17][CH:16]=1)[CH2:4][C:5]([OH:7])=[O:6].